Task: Predict the product of the given reaction.. Dataset: Forward reaction prediction with 1.9M reactions from USPTO patents (1976-2016) (1) Given the reactants [C:1]1([C:7]2[O:8][CH:9]=[C:10]3[C:18]4[CH:17]=[CH:16][CH:15]=[CH:14][C:13]=4[N:12](S(C4C=CC=CC=4)(=O)=O)[C:11]=23)[CH:6]=[CH:5][CH:4]=[CH:3][CH:2]=1.[OH-].[K+].Cl, predict the reaction product. The product is: [C:1]1([C:7]2[O:8][CH:9]=[C:10]3[C:18]4[CH:17]=[CH:16][CH:15]=[CH:14][C:13]=4[NH:12][C:11]=23)[CH:2]=[CH:3][CH:4]=[CH:5][CH:6]=1. (2) The product is: [ClH:43].[CH3:1][N:2]1[CH:6]=[C:5]([C:7]2[N:12]=[C:11]3[N:13]([CH2:16][CH:17]4[CH2:22][CH2:21][CH2:20][N:19]([C:23]5[N:28]=[CH:27][C:26]([C:29]6[CH:33]=[CH:32][N:31]([CH:34]7[CH2:39][CH2:38][NH:37][CH2:36][CH2:35]7)[N:30]=6)=[CH:25][N:24]=5)[CH2:18]4)[N:14]=[N:15][C:10]3=[N:9][CH:8]=2)[CH:4]=[N:3]1. Given the reactants [CH3:1][N:2]1[CH:6]=[C:5]([C:7]2[N:12]=[C:11]3[N:13]([CH2:16][CH:17]4[CH2:22][CH2:21][CH2:20][N:19]([C:23]5[N:28]=[CH:27][C:26]([C:29]6[CH:33]=[CH:32][N:31]([CH:34]7[CH2:39][CH2:38][N:37](C([O-])=O)[CH2:36][CH2:35]7)[N:30]=6)=[CH:25][N:24]=5)[CH2:18]4)[N:14]=[N:15][C:10]3=[N:9][CH:8]=2)[CH:4]=[N:3]1.[ClH:43], predict the reaction product. (3) The product is: [F:48][C:47]([F:50])([F:49])[C:45]1[CH:44]=[C:5]([CH:4]=[C:3]([C:2]([F:51])([F:1])[F:52])[CH:46]=1)[CH2:6][N:7]([CH2:23][C:24]1[CH:29]=[C:28]([C:30]([F:31])([F:32])[F:33])[CH:27]=[CH:26][C:25]=1[C:34]1[C:39]([O:40][CH3:41])=[CH:38][N:37]=[C:36]([S:42]([CH3:43])=[O:61])[N:35]=1)[C:8]1[N:13]=[CH:12][C:11]([O:14][CH2:15][CH2:16][CH2:17][C:18]([O:20][CH2:21][CH3:22])=[O:19])=[CH:10][N:9]=1. Given the reactants [F:1][C:2]([F:52])([F:51])[C:3]1[CH:4]=[C:5]([CH:44]=[C:45]([C:47]([F:50])([F:49])[F:48])[CH:46]=1)[CH2:6][N:7]([CH2:23][C:24]1[CH:29]=[C:28]([C:30]([F:33])([F:32])[F:31])[CH:27]=[CH:26][C:25]=1[C:34]1[C:39]([O:40][CH3:41])=[CH:38][N:37]=[C:36]([S:42][CH3:43])[N:35]=1)[C:8]1[N:13]=[CH:12][C:11]([O:14][CH2:15][CH2:16][CH2:17][C:18]([O:20][CH2:21][CH3:22])=[O:19])=[CH:10][N:9]=1.ClC1C=CC=C(C(OO)=[O:61])C=1.S([O-])([O-])(=O)=S.[Na+].[Na+], predict the reaction product. (4) Given the reactants C(O)(=O)[CH:2]=[CH2:3].O[C:7]1C=CC(C2(C3C=CC(O)=CC=3)C3C(C4OC4COCC4OC4C4C5C(C6C=CC(O)=CC=6)(C6C=CC(O)=CC=6)C6C(=CC=CC=6)C=5C=CC=4)=CC=CC=3C3C2=CC=CC=3)=C[CH:8]=1.C(OOC(C1C=[C:79]([CH:104]=[CH:105][C:106]=1[C:107]([O:109]OC(C)(C)C)=[O:108])[C:80]([C:82]1C=CC(C(OOC(C)(C)C)=O)=[C:84]([C:96]([O:98]OC(C)(C)C)=[O:97])[CH:83]=1)=O)=O)(C)(C)C, predict the reaction product. The product is: [C:107]([O:109][CH2:2][CH3:3])(=[O:108])[CH2:106][CH2:105][CH2:104][CH2:79][CH2:80][CH2:82][CH2:83][CH2:84][C:96]([O:98][CH2:7][CH3:8])=[O:97].